This data is from Catalyst prediction with 721,799 reactions and 888 catalyst types from USPTO. The task is: Predict which catalyst facilitates the given reaction. (1) Product: [OH:11][C:12]1[CH:19]=[C:18]([OH:20])[CH:17]=[CH:16][C:13]=1[CH:14]=[C:3]1[C:4]2[C:9](=[CH:8][CH:7]=[CH:6][CH:5]=2)[NH:1][C:2]1=[O:10]. Reactant: [N:1]1[C:2](=[O:10])[CH:3]=[C:4]2[C:9]=1[CH:8]=[CH:7][CH:6]=[CH:5]2.[OH:11][C:12]1[CH:19]=[C:18]([OH:20])[CH:17]=[CH:16][C:13]=1[CH:14]=O. The catalyst class is: 495. (2) Reactant: [F:1][CH2:2][CH2:3][O:4][C:5]1[C:6]2[C:17]([C:18]3[CH:23]=[CH:22][CH:21]=[CH:20][CH:19]=3)=[C:16]([C:24]3[CH:29]=[CH:28][C:27]([C:30]4([NH:34][C:35](=[O:41])[O:36][C:37]([CH3:40])([CH3:39])[CH3:38])[CH2:33][CH2:32][CH2:31]4)=[CH:26][CH:25]=3)[O:15][C:7]=2[N:8]=[C:9](S(C)(=O)=O)[N:10]=1.[NH2:42][CH2:43][CH2:44][OH:45]. Product: [F:1][CH2:2][CH2:3][O:4][C:5]1[C:6]2[C:17]([C:18]3[CH:23]=[CH:22][CH:21]=[CH:20][CH:19]=3)=[C:16]([C:24]3[CH:29]=[CH:28][C:27]([C:30]4([NH:34][C:35](=[O:41])[O:36][C:37]([CH3:40])([CH3:39])[CH3:38])[CH2:33][CH2:32][CH2:31]4)=[CH:26][CH:25]=3)[O:15][C:7]=2[N:8]=[C:9]([NH:42][CH2:43][CH2:44][OH:45])[N:10]=1. The catalyst class is: 7. (3) Reactant: C(OC([N:8]1[CH2:13][CH2:12][N:11]([C:14]2[CH:15]=[CH:16][CH:17]=[C:18]3[C:22]=2[N:21]([CH3:23])[CH:20]=[C:19]3[S:24]([C:27]2[CH:32]=[CH:31][CH:30]=[C:29]([Cl:33])[CH:28]=2)(=[O:26])=[O:25])[CH2:10][CH2:9]1)=O)(C)(C)C.Cl. Product: [ClH:33].[Cl:33][C:29]1[CH:28]=[C:27]([S:24]([C:19]2[C:18]3[C:22](=[C:14]([N:11]4[CH2:10][CH2:9][NH:8][CH2:13][CH2:12]4)[CH:15]=[CH:16][CH:17]=3)[N:21]([CH3:23])[CH:20]=2)(=[O:26])=[O:25])[CH:32]=[CH:31][CH:30]=1. The catalyst class is: 12. (4) Reactant: [N+:1]([C:4]1[CH:5]=[C:6]2[C:11](=[CH:12][CH:13]=1)[NH:10][C:9](=[O:14])[C:8]([C:15]1[S:16][CH:17]=[CH:18][CH:19]=1)=[N:7]2)([O-])=O.NN.O. Product: [NH2:1][C:4]1[CH:5]=[C:6]2[C:11](=[CH:12][CH:13]=1)[NH:10][C:9](=[O:14])[C:8]([C:15]1[S:16][CH:17]=[CH:18][CH:19]=1)=[N:7]2. The catalyst class is: 43. (5) Reactant: [CH3:1][CH:2]([C:12]([NH:14][C:15]1[CH:20]=[CH:19][C:18]([N+:21]([O-:23])=[O:22])=[C:17]([C:24]([F:27])([F:26])[F:25])[CH:16]=1)=[O:13])[CH2:3][NH:4]C(=O)OC(C)(C)C.C(O)(C(F)(F)F)=O. Product: [NH2:4][CH2:3][CH:2]([CH3:1])[C:12]([NH:14][C:15]1[CH:20]=[CH:19][C:18]([N+:21]([O-:23])=[O:22])=[C:17]([C:24]([F:25])([F:26])[F:27])[CH:16]=1)=[O:13]. The catalyst class is: 2. (6) Reactant: Br[C:2]1[C:3]([CH3:14])=[N:4][NH:5][C:6]=1[C:7]1[CH:12]=[CH:11][C:10]([F:13])=[CH:9][CH:8]=1.[O:15]1[CH2:19][CH2:18][CH:17]([CH2:20]O)[CH2:16]1.C1(P(C2C=CC=CC=2)C2C=CC=CC=2)C=CC=CC=1.N(C(OC(C)C)=O)=NC(OC(C)C)=O.CC1(C)C(C)(C)OB([C:63]2[CH:64]=[CH:65][C:66]3[O:71][CH2:70][C:69](=[O:72])[NH:68][C:67]=3[CH:73]=2)O1.[Cs]. Product: [F:13][C:10]1[CH:11]=[CH:12][C:7]([C:6]2[N:5]([CH2:20][CH:17]3[CH2:18][CH2:19][O:15][CH2:16]3)[N:4]=[C:3]([CH3:14])[C:2]=2[C:63]2[CH:64]=[CH:65][C:66]3[O:71][CH2:70][C:69](=[O:72])[NH:68][C:67]=3[CH:73]=2)=[CH:8][CH:9]=1. The catalyst class is: 7. (7) Product: [NH2:34][C:17]1[C:16]2[N:15]=[C:14]([CH2:35][CH2:36][O:37][CH3:38])[N:13]([CH2:12][CH2:11][CH2:10][CH2:9][NH:8][S:40]([CH3:39])(=[O:42])=[O:41])[C:25]=2[C:24]2[CH:23]=[CH:22][C:21]([O:26][CH2:27][C:28]3[CH:29]=[CH:30][CH:31]=[CH:32][CH:33]=3)=[CH:20][C:19]=2[N:18]=1. Reactant: C(N(CC)CC)C.[NH2:8][CH2:9][CH2:10][CH2:11][CH2:12][N:13]1[C:25]2[C:24]3[CH:23]=[CH:22][C:21]([O:26][CH2:27][C:28]4[CH:33]=[CH:32][CH:31]=[CH:30][CH:29]=4)=[CH:20][C:19]=3[N:18]=[C:17]([NH2:34])[C:16]=2[N:15]=[C:14]1[CH2:35][CH2:36][O:37][CH3:38].[CH3:39][S:40](O[S:40]([CH3:39])(=[O:42])=[O:41])(=[O:42])=[O:41]. The catalyst class is: 10. (8) Reactant: [CH2:1]([C@H:8]([N:12]([CH3:21])[C:13](=[O:20])[C:14]1[CH:19]=[CH:18][CH:17]=[CH:16][CH:15]=1)[CH2:9][C:10]#[N:11])[C:2]1[CH:7]=[CH:6][CH:5]=[CH:4][CH:3]=1. Product: [NH2:11][CH2:10][CH2:9][C@@H:8]([N:12]([CH3:21])[C:13](=[O:20])[C:14]1[CH:15]=[CH:16][CH:17]=[CH:18][CH:19]=1)[CH2:1][C:2]1[CH:7]=[CH:6][CH:5]=[CH:4][CH:3]=1. The catalyst class is: 94.